Dataset: KCNQ2 potassium channel screen with 302,405 compounds. Task: Binary Classification. Given a drug SMILES string, predict its activity (active/inactive) in a high-throughput screening assay against a specified biological target. (1) The molecule is FC(F)(F)c1nn2c(n1)nc(cc2N)C. The result is 0 (inactive). (2) The drug is Clc1cc(c2n3CCCCCc3nn2)ccc1. The result is 0 (inactive). (3) The compound is O=C1N(CCCC(=O)Nc2[nH]c3c(n2)cccc3)C(=O)c2c1cccc2. The result is 0 (inactive).